From a dataset of Forward reaction prediction with 1.9M reactions from USPTO patents (1976-2016). Predict the product of the given reaction. (1) Given the reactants [Cl:1][C:2]1[CH:3]=[CH:4][C:5]([CH2:11][O:12][C:13]2[CH:14]=[N:15][CH:16]=[C:17]([F:19])[CH:18]=2)=[C:6]([CH:10]=1)[C:7]([OH:9])=O.Cl.[NH2:21][C@H:22]([C:24]1[CH:33]=[CH:32][C:27]([C:28]([O:30][CH3:31])=[O:29])=[CH:26][CH:25]=1)[CH3:23], predict the reaction product. The product is: [Cl:1][C:2]1[CH:3]=[CH:4][C:5]([CH2:11][O:12][C:13]2[CH:14]=[N:15][CH:16]=[C:17]([F:19])[CH:18]=2)=[C:6]([CH:10]=1)[C:7]([NH:21][C@H:22]([C:24]1[CH:33]=[CH:32][C:27]([C:28]([O:30][CH3:31])=[O:29])=[CH:26][CH:25]=1)[CH3:23])=[O:9]. (2) Given the reactants C([N:8]1[CH2:12][CH2:11][C@:10]([C:23]2[CH:28]=[CH:27][C:26]([C:29]([O:38]CC3C=CC=CC=3)([C:34]([F:37])([F:36])[F:35])[C:30]([F:33])([F:32])[F:31])=[CH:25][CH:24]=2)([S:13]([C:16]2[CH:21]=[CH:20][C:19]([F:22])=[CH:18][CH:17]=2)(=[O:15])=[O:14])[CH2:9]1)C1C=CC=CC=1.[ClH:46].[H][H], predict the reaction product. The product is: [ClH:46].[F:33][C:30]([F:31])([F:32])[C:29]([C:26]1[CH:25]=[CH:24][C:23]([C@:10]2([S:13]([C:16]3[CH:17]=[CH:18][C:19]([F:22])=[CH:20][CH:21]=3)(=[O:15])=[O:14])[CH2:11][CH2:12][NH:8][CH2:9]2)=[CH:28][CH:27]=1)([OH:38])[C:34]([F:37])([F:36])[F:35]. (3) The product is: [I:48][CH2:7][CH2:8][CH2:9][CH2:10][CH2:11][CH2:12][CH2:13][CH2:14][C@@H:15]1[C:24]2[C:19](=[CH:20][C:21]([O:25][CH3:26])=[CH:22][CH:23]=2)[S:18][CH2:17][C@@:16]1([C:28]1[CH:33]=[CH:32][C:31]([O:34][CH3:35])=[CH:30][CH:29]=1)[CH3:27]. Given the reactants [OH-].[K+].C(O[CH2:7][CH2:8][CH2:9][CH2:10][CH2:11][CH2:12][CH2:13][CH2:14][C@@H:15]1[C:24]2[C:19](=[CH:20][C:21]([O:25][CH3:26])=[CH:22][CH:23]=2)[S:18][CH2:17][C@@:16]1([C:28]1[CH:33]=[CH:32][C:31]([O:34][CH3:35])=[CH:30][CH:29]=1)[CH3:27])(=O)C.C(N(CC)CC)C.CS(Cl)(=O)=O.[I-:48].[Na+], predict the reaction product. (4) Given the reactants C([O:5][C:6](=[O:33])[C@H:7]([CH2:26][S:27][CH2:28][C@H:29]([OH:32])[CH2:30][OH:31])[NH:8][C:9]([O:11][CH2:12][C:13]1[C:25]2[CH2:24][C:23]3[C:18](=[CH:19][CH:20]=[CH:21][CH:22]=3)[C:17]=2[CH:16]=[CH:15][CH:14]=1)=[O:10])(C)(C)C, predict the reaction product. The product is: [C:13]1([CH2:12][O:11][C:9]([NH:8][C@H:7]([C:6]([OH:33])=[O:5])[CH2:26][S:27][CH2:28][C@H:29]([OH:32])[CH2:30][OH:31])=[O:10])[C:25]2[CH2:24][C:23]3[C:18](=[CH:19][CH:20]=[CH:21][CH:22]=3)[C:17]=2[CH:16]=[CH:15][CH:14]=1. (5) Given the reactants N#N.CC(C)([O-])C.[K+].[CH3:9][O:10][C:11](=[O:27])[CH2:12][N:13]=C(C1C=CC=CC=1)C1C=CC=CC=1.[C:28](Cl)(=[O:32])[CH:29]([CH3:31])[CH3:30].C(=O)(O)[O-].[Na+].[Cl:39][C:40]1[CH:48]=[CH:47][C:43]([C:44](Cl)=[O:45])=[CH:42][CH:41]=1, predict the reaction product. The product is: [CH3:9][O:10][C:11](=[O:27])[CH:12]([NH:13][C:44](=[O:45])[C:43]1[CH:47]=[CH:48][C:40]([Cl:39])=[CH:41][CH:42]=1)[C:28](=[O:32])[CH:29]([CH3:31])[CH3:30]. (6) Given the reactants [NH2:1][C:2]1[CH:3]=[C:4]([CH:7]=[CH:8][CH:9]=1)[CH2:5][OH:6].[CH3:10][O:11][C:12](=[O:16])[C:13](Cl)=[O:14].O, predict the reaction product. The product is: [CH3:10][O:11][C:12]([C:13]([NH:1][C:2]1[CH:3]=[C:4]([CH:7]=[CH:8][CH:9]=1)[CH2:5][OH:6])=[O:14])=[O:16]. (7) Given the reactants [Cl:1][C:2]1[CH:7]=[CH:6][C:5]([C:8]([CH3:13])([CH3:12])[C:9]([OH:11])=O)=[CH:4][CH:3]=1.[NH2:14][CH2:15][CH2:16][CH2:17][N:18]1[CH2:23][CH2:22][CH:21]([C:24]2[CH:25]=[C:26]([NH:31][C:32](=[O:36])[CH:33]([CH3:35])[CH3:34])[CH:27]=[CH:28][C:29]=2[F:30])[CH2:20][CH2:19]1, predict the reaction product. The product is: [Cl:1][C:2]1[CH:3]=[CH:4][C:5]([C:8]([CH3:13])([CH3:12])[C:9]([NH:14][CH2:15][CH2:16][CH2:17][N:18]2[CH2:19][CH2:20][CH:21]([C:24]3[CH:25]=[C:26]([NH:31][C:32](=[O:36])[CH:33]([CH3:35])[CH3:34])[CH:27]=[CH:28][C:29]=3[F:30])[CH2:22][CH2:23]2)=[O:11])=[CH:6][CH:7]=1.